From a dataset of Full USPTO retrosynthesis dataset with 1.9M reactions from patents (1976-2016). Predict the reactants needed to synthesize the given product. (1) Given the product [F:39][C:40]1[CH:53]=[C:52]([C:3]2[C:4]3[C:5](=[N:6][CH:7]=[N:8][C:9]=3[NH2:10])[NH:1][N:2]=2)[CH:51]=[CH:50][C:41]=1[O:42][CH2:43][C:44]1[CH:49]=[CH:48][CH:47]=[CH:46][N:45]=1, predict the reactants needed to synthesize it. The reactants are: [NH:1]1[C:5]2=[N:6][CH:7]=[N:8][C:9]([NH2:10])=[C:4]2[CH:3]=[N:2]1.IN1C(=O)CCC1=O.CC(N=NC(C#N)(C)C)(C#N)C.[O-]P([O-])([O-])=O.[K+].[K+].[K+].[F:39][C:40]1[CH:53]=[C:52](B2OC(C)(C)C(C)(C)O2)[CH:51]=[CH:50][C:41]=1[O:42][CH2:43][C:44]1[CH:49]=[CH:48][CH:47]=[CH:46][N:45]=1. (2) The reactants are: [CH:1](=[O:10])[CH:2]=[CH:3][C:4]1[CH:9]=[CH:8][CH:7]=[CH:6][CH:5]=1.C([Si]([O:18][C:19]1[CH:24]=[CH:23][CH:22]=[CH:21][C:20]=1[CH:25](Cl)[CH2:26][CH2:27][C:28]1[CH:33]=[CH:32][C:31]([F:34])=[CH:30][CH:29]=1)(C)C)(C)(C)C. Given the product [F:34][C:31]1[CH:30]=[CH:29][C:28]([CH2:27][CH2:26][C@@H:25]2[C@@H:3]([C:4]3[CH:9]=[CH:8][CH:7]=[CH:6][CH:5]=3)[CH2:2][C:1](=[O:10])[O:18][C:19]3[CH:24]=[CH:23][CH:22]=[CH:21][C:20]2=3)=[CH:33][CH:32]=1, predict the reactants needed to synthesize it. (3) Given the product [C:21]([O:20][C:18]([N:15]1[CH2:14][CH2:13][C:12](=[O:11])[CH:17]([C:30]([CH:27]2[CH2:28][CH2:29][O:25][CH2:26]2)=[O:31])[CH2:16]1)=[O:19])([CH3:24])([CH3:23])[CH3:22], predict the reactants needed to synthesize it. The reactants are: [Li+].C[Si]([N-][Si](C)(C)C)(C)C.[O:11]=[C:12]1[CH2:17][CH2:16][N:15]([C:18]([O:20][C:21]([CH3:24])([CH3:23])[CH3:22])=[O:19])[CH2:14][CH2:13]1.[O:25]1[CH2:29][CH2:28][CH:27]([C:30](Cl)=[O:31])[CH2:26]1. (4) Given the product [Br:1][C:2]1[CH:12]=[CH:11][C:5]2[O:6][C:7]3[C:8](=[O:9])[NH:10][C:16]([CH2:17][NH:21][CH2:22][C:23]4[CH:28]=[CH:27][CH:26]=[C:25]([N:29]([CH3:31])[CH3:30])[CH:24]=4)=[N:14][C:13]=3[C:4]=2[CH:3]=1, predict the reactants needed to synthesize it. The reactants are: [Br:1][C:2]1[CH:12]=[CH:11][C:5]([O:6][CH2:7][C:8]([NH2:10])=[O:9])=[C:4]([C:13]#[N:14])[CH:3]=1.N1CCC[CH2:17][CH2:16]1.[NH2:21][CH2:22][C:23]1[CH:24]=[C:25]([N:29]([CH3:31])[CH3:30])[CH:26]=[CH:27][CH:28]=1. (5) Given the product [CH2:16]([C:15]1[C:7]2[CH:6]([CH2:5][C:4]([OH:25])=[O:3])[O:10][B:9]([OH:11])[C:8]=2[CH:12]=[C:13]([O:18][C:19]2[CH:24]=[N:23][CH:22]=[CH:21][N:20]=2)[CH:14]=1)[CH3:17], predict the reactants needed to synthesize it. The reactants are: C([O:3][C:4](=[O:25])[CH2:5][CH:6]1[O:10][B:9]([OH:11])[C:8]2[CH:12]=[C:13]([O:18][C:19]3[CH:24]=[N:23][CH:22]=[CH:21][N:20]=3)[CH:14]=[C:15]([CH2:16][CH3:17])[C:7]1=2)C.[Li+].[OH-].Cl. (6) Given the product [I:25][C:26]1([CH2:29][C@H:1]2[CH2:7][O:6][C:3]([CH3:5])([CH3:4])[O:2]2)[CH2:28][CH2:27]1, predict the reactants needed to synthesize it. The reactants are: [CH3:1][O:2][C:3]([O:6][CH3:7])([CH3:5])[CH3:4].C1(C)C=CC(S([O-])(=O)=O)=CC=1.[NH+]1C=CC=CC=1.[I:25][C:26]1([CH2:29][C@H](O)CO)[CH2:28][CH2:27]1. (7) Given the product [CH:1]1([N:4]([C@@H:20]([C:22]2[N:31]=[C:30]([CH2:37][CH2:36][CH2:35][O:34][CH3:33])[C:29]3[C:24](=[CH:25][CH:26]=[CH:27][CH:28]=3)[N:23]=2)[CH3:21])[C:5]([C@@H:7]2[O:12][CH2:11][CH2:10][N:9]([C:13]([O:15][C:16]([CH3:18])([CH3:19])[CH3:17])=[O:14])[CH2:8]2)=[O:6])[CH2:3][CH2:2]1, predict the reactants needed to synthesize it. The reactants are: [CH:1]1([N:4]([C@@H:20]([C:22]2[NH:31][C:30](=O)[C:29]3[C:24](=[CH:25][CH:26]=[CH:27][CH:28]=3)[N:23]=2)[CH3:21])[C:5]([C@@H:7]2[O:12][CH2:11][CH2:10][N:9]([C:13]([O:15][C:16]([CH3:19])([CH3:18])[CH3:17])=[O:14])[CH2:8]2)=[O:6])[CH2:3][CH2:2]1.[CH3:33][O:34][CH2:35][CH2:36][CH2:37]O.C1(P(C2C=CC=CC=2)C2C=CC=CC=2)C=CC=CC=1.N(C(OC(C)C)=O)=NC(OC(C)C)=O.